This data is from CYP1A2 inhibition data for predicting drug metabolism from PubChem BioAssay. The task is: Regression/Classification. Given a drug SMILES string, predict its absorption, distribution, metabolism, or excretion properties. Task type varies by dataset: regression for continuous measurements (e.g., permeability, clearance, half-life) or binary classification for categorical outcomes (e.g., BBB penetration, CYP inhibition). Dataset: cyp1a2_veith. (1) The compound is COc1ccc(O[C@H]2C=C[C@@H](c3ccccc3)O[C@H]2COC(=O)CC/C(C)=N\O[C@@H](C)CN2CCCc3nc(C)c(C)cc32)cc1. The result is 0 (non-inhibitor). (2) The compound is CN(C/C=C\c1ccccc1)Cc1cccc2ccccc12. The result is 1 (inhibitor). (3) The result is 0 (non-inhibitor). The drug is O=C(O)CCc1nc(-c2ccccc2-n2cccc2)no1. (4) The drug is CCCC/C=C/C(NC(=O)Oc1cccc(C(F)(F)F)c1)c1ccccc1. The result is 1 (inhibitor). (5) The compound is O=C(Cc1cccs1)N/N=C/C(Br)=C/c1ccccc1. The result is 1 (inhibitor). (6) The molecule is COc1ccc(/C(C#N)=C/c2c(-c3ccc(Cl)cc3)nc3c(C)cccn23)cc1. The result is 1 (inhibitor). (7) The drug is O=c1c(-c2cccc(F)c2)nc2cncnc2n1C1CC1. The result is 1 (inhibitor).